Task: Predict the reactants needed to synthesize the given product.. Dataset: Retrosynthesis with 50K atom-mapped reactions and 10 reaction types from USPTO (1) Given the product FC(F)(F)c1ccc(Cl)cc1CNc1cccc(-c2c(Cc3ccccc3)nnc3c(Cl)cccc23)c1, predict the reactants needed to synthesize it. The reactants are: Nc1cccc(-c2c(Cc3ccccc3)nnc3c(Cl)cccc23)c1.O=Cc1cc(Cl)ccc1C(F)(F)F. (2) Given the product Cc1cccc2sc(Sc3ccc4c(c3)CC[C@H]3N(C)C(=O)CC[C@]43C)nc12, predict the reactants needed to synthesize it. The reactants are: CN1C(=O)CC[C@]2(C)c3ccc(S)cc3CC[C@@H]12.Cc1cccc2sc(Cl)nc12. (3) Given the product CSc1ccc(/C=C2/C(C)=C(CCO)c3cc(F)ccc32)cc1, predict the reactants needed to synthesize it. The reactants are: CSc1ccc(/C=C2/C(C)=C(CC(=O)O)c3cc(F)ccc32)cc1. (4) Given the product CCOC(=O)c1cn(-c2cccc(F)c2)nc1C(F)(F)F, predict the reactants needed to synthesize it. The reactants are: CCOC(=O)c1c[nH]nc1C(F)(F)F.Fc1cccc(I)c1. (5) The reactants are: CCOC(=O)CSc1cnc(NC(=O)N(CC2CCCC2)c2ccc(F)c(F)c2F)s1. Given the product O=C(O)CSc1cnc(NC(=O)N(CC2CCCC2)c2ccc(F)c(F)c2F)s1, predict the reactants needed to synthesize it. (6) Given the product CNc1ccc(C=CC(=O)c2ccc(Br)s2)cc1, predict the reactants needed to synthesize it. The reactants are: CI.Nc1ccc(C=CC(=O)c2ccc(Br)s2)cc1. (7) Given the product CCCn1cc(-c2c(-c3ccco3)nc(N)nc2-c2ccco2)ccc1=O, predict the reactants needed to synthesize it. The reactants are: CCCI.Nc1nc(-c2ccco2)c(-c2ccc(=O)[nH]c2)c(-c2ccco2)n1. (8) The reactants are: O=C(c1ccc(Cl)c(Cl)c1)N1CCC(C2Oc3ccccc3Cn3cccc32)CC1. Given the product Clc1ccc(CN2CCC(C3Oc4ccccc4Cn4cccc43)CC2)cc1Cl, predict the reactants needed to synthesize it.